This data is from Full USPTO retrosynthesis dataset with 1.9M reactions from patents (1976-2016). The task is: Predict the reactants needed to synthesize the given product. (1) Given the product [NH2:1][C:2]1[CH:3]=[C:4]([CH:8]=[CH:9][C:10]=1[Cl:11])[C:5]([NH:52][C@H:53]([CH2:54][N:55]1[C:56](=[O:65])[C:57]2[C:62](=[CH:61][CH:60]=[CH:59][CH:58]=2)[C:63]1=[O:64])[CH2:66][C:67]1[CH:72]=[CH:71][CH:70]=[C:69]([F:73])[CH:68]=1)=[O:7], predict the reactants needed to synthesize it. The reactants are: [NH2:1][C:2]1[CH:3]=[C:4]([CH:8]=[CH:9][C:10]=1[Cl:11])[C:5]([OH:7])=O.CN(C(ON1N=NC2C=CC=CC1=2)=[N+](C)C)C.F[P-](F)(F)(F)(F)F.C(N(C(C)C)C(C)C)C.FC(F)(F)C(O)=O.[NH2:52][C@@H:53]([CH2:66][C:67]1[CH:72]=[CH:71][CH:70]=[C:69]([F:73])[CH:68]=1)[CH2:54][N:55]1[C:63](=[O:64])[C:62]2[C:57](=[CH:58][CH:59]=[CH:60][CH:61]=2)[C:56]1=[O:65]. (2) Given the product [Cl:60][C:54]1[CH:53]=[C:52]([C:49]2[CH:50]=[CH:51][N:47]([CH2:46][CH2:45][NH:44][C:7]([C:5]3[N:4]=[CH:3][C:2]([C:10]([OH:12])=[O:11])=[N:1][CH:6]=3)=[O:9])[N:48]=2)[CH:59]=[CH:58][C:55]=1[C:56]#[N:57], predict the reactants needed to synthesize it. The reactants are: [N:1]1[CH:6]=[C:5]([C:7]([OH:9])=O)[N:4]=[CH:3][C:2]=1[C:10]([OH:12])=[O:11].C1C=CC2N(O)N=NC=2C=1.Cl.CN(C)CCCN=C=NCC.CCN(C(C)C)C(C)C.[NH2:44][CH2:45][CH2:46][N:47]1[CH:51]=[CH:50][C:49]([C:52]2[CH:59]=[CH:58][C:55]([C:56]#[N:57])=[C:54]([Cl:60])[CH:53]=2)=[N:48]1. (3) Given the product [I:22][C:19]1[CH:20]=[CH:21][C:16]([CH2:15][N:5]2[C:6]3[C:12](=[O:13])[CH2:11][CH2:10][CH2:9][C:7]=3[N:8]=[C:4]2[CH:2]([CH3:1])[CH3:3])=[CH:17][CH:18]=1, predict the reactants needed to synthesize it. The reactants are: [CH3:1][CH:2]([C:4]1[NH:8][C:7]2[CH2:9][CH2:10][CH2:11][C:12](=[O:13])[C:6]=2[N:5]=1)[CH3:3].Br[CH2:15][C:16]1[CH:21]=[CH:20][C:19]([I:22])=[CH:18][CH:17]=1.[OH-].[Na+].